From a dataset of Forward reaction prediction with 1.9M reactions from USPTO patents (1976-2016). Predict the product of the given reaction. (1) Given the reactants C([O:4][CH2:5][C:6]([CH3:53])([CH3:52])[CH2:7][N:8]1[C:14]2[CH:15]=[CH:16][C:17]([Cl:19])=[CH:18][C:13]=2[C@@H:12]([C:20]2[CH:25]=[CH:24][CH:23]=[C:22]([O:26][CH3:27])[C:21]=2[O:28][CH3:29])[O:11][C@H:10]([CH2:30][C:31]([NH:33][C:34]2[CH:35]=[C:36]([C:42]([CH3:50])([CH3:49])[CH2:43][CH2:44][C:45]([O:47]C)=[O:46])[CH:37]=[CH:38][C:39]=2[O:40][CH3:41])=[O:32])[C:9]1=[O:51])(=O)C.[OH-].[Na+].C(O)C, predict the reaction product. The product is: [Cl:19][C:17]1[CH:16]=[CH:15][C:14]2[N:8]([CH2:7][C:6]([CH3:52])([CH3:53])[CH2:5][OH:4])[C:9](=[O:51])[C@@H:10]([CH2:30][C:31]([NH:33][C:34]3[CH:35]=[C:36]([C:42]([CH3:49])([CH3:50])[CH2:43][CH2:44][C:45]([OH:47])=[O:46])[CH:37]=[CH:38][C:39]=3[O:40][CH3:41])=[O:32])[O:11][C@H:12]([C:20]3[CH:25]=[CH:24][CH:23]=[C:22]([O:26][CH3:27])[C:21]=3[O:28][CH3:29])[C:13]=2[CH:18]=1. (2) Given the reactants [C:1]([S:9][CH2:10][C:11](O)=O)(=[S:8])[C:2]1[CH:7]=[CH:6][CH:5]=[CH:4][CH:3]=1.C(=O)([O-])[O-].[Na+].[Na+].[CH3:20][N:21](C)[C:22](=O)CS.C(SCC(O)=O)(=S)C1C=CC=CC=1.[Na].[K+].[Br-], predict the reaction product. The product is: [CH3:20][N:21]([CH3:22])[C:10](=[SH:9][C:1](=[S:8])[C:2]1[CH:7]=[CH:6][CH:5]=[CH:4][CH:3]=1)[CH3:11].